Dataset: Catalyst prediction with 721,799 reactions and 888 catalyst types from USPTO. Task: Predict which catalyst facilitates the given reaction. Reactant: [C:1]([CH2:3][C:4]1([N:10]2[CH2:13][CH:12]([CH2:14][N:15]([C@@H:22]3[CH2:24][C@H:23]3[C:25]3[CH:30]=[CH:29][CH:28]=[CH:27][CH:26]=3)C(=[O:21])C(F)(F)F)[CH2:11]2)[CH2:9][CH2:8][NH:7][CH2:6][CH2:5]1)#[N:2].C=O.[C:33](O)(=[O:35])C.C(O[BH-](OC(=O)C)OC(=O)C)(=O)C.[Na+].[OH-].[Na+]. Product: [C:1](#[N:2])[CH3:3].[OH2:21].[NH4+:2].[OH-:35].[CH3:33][N:7]1[CH2:6][CH2:5][C:4]([CH2:3][C:1]#[N:2])([N:10]2[CH2:13][CH:12]([CH2:14][NH:15][C@@H:22]3[CH2:24][C@H:23]3[C:25]3[CH:26]=[CH:27][CH:28]=[CH:29][CH:30]=3)[CH2:11]2)[CH2:9][CH2:8]1. The catalyst class is: 278.